This data is from Antibody paratope prediction from SAbDab with 1,023 antibody chains. The task is: Token-level Classification. Given an antibody amino acid sequence, predict which amino acid positions are active in antigen binding. Output is a list of indices for active paratope positions. The paratope positions are: [52, 83, 84, 85, 104, 105, 106]. Given the antibody sequence: ELQLVQSGPQLKKPGETVRISCKASGYTFTTAGIQWVQRLPGKDLKWIGWINTHSGVPQYADDFKGRFAFSLETSASTAFLQIINLKNEDTATYFCARNYYRFDGGMDFWGQGTSVTVSS, which amino acid positions are active in antigen binding (paratope)?